Dataset: Reaction yield outcomes from USPTO patents with 853,638 reactions. Task: Predict the reaction yield, written as a fraction of the theoretical maximum amount of product (1.0 means a 100% yield; for example, 0.34 means a 34% yield). The reactants are F[C:2](F)(F)[C:3]1[CH:8]=[CH:7][C:6]([OH:9])=[CH:5][CH:4]=1.[NH2:12][C:13]1[C:18]([OH:19])=[CH:17][CH:16]=[CH:15][N:14]=1.Cl. The catalyst is [OH-].[Na+]. The product is [O:19]1[C:18]2[C:13](=[N:14][CH:15]=[CH:16][CH:17]=2)[N:12]=[C:2]1[C:3]1[CH:8]=[CH:7][C:6]([OH:9])=[CH:5][CH:4]=1. The yield is 0.740.